Dataset: Catalyst prediction with 721,799 reactions and 888 catalyst types from USPTO. Task: Predict which catalyst facilitates the given reaction. (1) Reactant: [CH3:1][O:2][C:3]1[CH:8]=[CH:7][C:6]([N+:9]([O-])=O)=[C:5]([S:12][CH3:13])[CH:4]=1. Product: [CH3:1][O:2][C:3]1[CH:8]=[CH:7][C:6]([NH2:9])=[C:5]([S:12][CH3:13])[CH:4]=1. The catalyst class is: 591. (2) Reactant: [OH:1][CH2:2][C@@H:3]([NH:5][CH:6]([CH3:12])[CH2:7][CH2:8][C:9](O)=[O:10])[CH3:4]. Product: [OH:1][CH2:2][C@@H:3]([N:5]1[CH:6]([CH3:12])[CH2:7][CH2:8][C:9]1=[O:10])[CH3:4]. The catalyst class is: 11. (3) Reactant: C([O:3][C:4](=[O:25])[CH2:5][C@H:6]1[C:14]2[C:9](=[CH:10][C:11]([O:15][CH2:16][CH2:17][C:18]3[N:19]=[C:20](Br)[S:21][C:22]=3[CH3:23])=[CH:12][CH:13]=2)[CH2:8][CH2:7]1)C.[CH3:26][CH2:27]O. Product: [CH:9]([C:26]1[CH:27]=[CH:7][C:6]([C:20]2[S:21][C:22]([CH3:23])=[C:18]([CH2:17][CH2:16][O:15][C:11]3[CH:10]=[C:9]4[C:14](=[CH:13][CH:12]=3)[C@H:6]([CH2:5][C:4]([OH:3])=[O:25])[CH2:7][CH2:8]4)[N:19]=2)=[CH:5][CH:4]=1)([CH3:10])[CH3:8]. The catalyst class is: 20. (4) Reactant: CC1[N:3]([C:8]2[CH:12]=[C:11]([I:13])[N:10]([C:14]3[CH:19]=[CH:18][CH:17]=[CH:16][C:15]=3[F:20])[N:9]=2)C(C)=CC=1.[Cl-].O[NH3+].C(N(CC)CC)C. Product: [F:20][C:15]1[CH:16]=[CH:17][CH:18]=[CH:19][C:14]=1[N:10]1[C:11]([I:13])=[CH:12][C:8]([NH2:3])=[N:9]1. The catalyst class is: 195. (5) Reactant: [CH2:1]([O:3][C:4]([C@@H:6]([NH:15][C@H:16]([C:18]([OH:20])=O)[CH3:17])[CH2:7][CH2:8][C:9]1[CH:14]=[CH:13][CH:12]=[CH:11][CH:10]=1)=[O:5])[CH3:2].[NH:21]1[C@@H:29]2[C@H:24]([CH2:25][CH2:26][CH2:27][CH2:28]2)[CH2:23][C@H:22]1[C:30]([OH:32])=[O:31]. Product: [CH3:2][CH2:1][O:3][C:4]([C@@H:6]([NH:15][C@H:16]([C:18]([N:21]1[C@H:22]([C:30]([OH:32])=[O:31])[CH2:23][C@@H:24]2[C@@H:29]1[CH2:28][CH2:27][CH2:26][CH2:25]2)=[O:20])[CH3:17])[CH2:7][CH2:8][C:9]1[CH:10]=[CH:11][CH:12]=[CH:13][CH:14]=1)=[O:5]. The catalyst class is: 2. (6) Reactant: [F:1][C:2]([F:27])([F:26])[C:3]([CH:15]=[N:16][C:17]1[CH:25]=[CH:24][CH:23]=[C:22]2[C:18]=1[CH:19]=[N:20][NH:21]2)([OH:14])[CH2:4][C:5]([C:8]1[CH:13]=[CH:12][CH:11]=[CH:10][CH:9]=1)([CH3:7])[CH3:6].C(=O)(O)[O-].[Na+]. Product: [NH:21]1[C:22]2[C:18](=[C:17]([NH:16][CH:15]3[C:9]4[C:8](=[CH:13][CH:12]=[CH:11][CH:10]=4)[C:5]([CH3:7])([CH3:6])[CH2:4][C:3]3([C:2]([F:1])([F:26])[F:27])[OH:14])[CH:25]=[CH:24][CH:23]=2)[CH:19]=[N:20]1. The catalyst class is: 528. (7) Reactant: [C:1]([O:5][CH2:6][CH3:7])(=[O:4])[CH:2]=[CH2:3].Cl.[CH2:9]([O:11][C:12](=[O:15])CN)[CH3:10].C([N:18](CC)CC)C. Product: [CH2:9]([O:11][C:12]([NH:18][CH2:3][CH2:2][C:1]([O:5][CH2:6][CH3:7])=[O:4])=[O:15])[CH3:10]. The catalyst class is: 14.